This data is from Reaction yield outcomes from USPTO patents with 853,638 reactions. The task is: Predict the reaction yield, written as a fraction of the theoretical maximum amount of product (1.0 means a 100% yield; for example, 0.34 means a 34% yield). (1) The reactants are [CH3:1][NH:2][CH2:3][C:4]1[N:5]([CH3:13])[C:6]2[C:11]([CH:12]=1)=[CH:10][CH:9]=[CH:8][CH:7]=2.CNCC1C=CC2C(=CC=CC=2)C=1CCC.[NH2:30][C:31]1[N:36]=[CH:35][C:34](/[CH:37]=[CH:38]/[C:39]([OH:41])=O)=[CH:33][C:32]=1[CH2:42][CH2:43][C:44]([OH:46])=O.Cl.[CH3:48][N:49]1[CH2:55][C:54]2[CH:56]=[C:57](/[CH:60]=[CH:61]/[C:62](O)=O)C=N[C:53]=2[NH:52][C:51](=O)[CH2:50]1. No catalyst specified. The product is [NH2:30][C:31]1[N:36]=[CH:35][C:34](/[CH:37]=[CH:38]/[C:39]([N:2]([CH3:1])[CH2:3][C:4]2[N:5]([CH3:13])[C:6]3[C:11]([CH:12]=2)=[CH:10][CH:9]=[CH:8][CH:7]=3)=[O:41])=[CH:33][C:32]=1[CH2:42][CH2:43][C:44](=[O:46])[N:52]([CH3:53])[CH2:51][C:50]1[N:49]([CH3:48])[C:55]2[C:61]([CH:62]=1)=[CH:60][CH:57]=[CH:56][CH:54]=2. The yield is 0.280. (2) The reactants are [CH2:1]([O:3][C:4](=[O:41])[C:5]([CH3:40])([CH3:39])[CH2:6][CH2:7][CH2:8][CH2:9][CH2:10][CH2:11][C:12]([N+]#[C-])(S(C1C=CC(C)=CC=1)(=O)=O)[CH2:13][CH2:14][CH2:15][CH2:16][CH2:17][CH2:18][C:19]([CH3:26])([CH3:25])[C:20]([O:22][CH2:23][CH3:24])=[O:21])[CH3:2].Cl.[OH2:43]. The catalyst is C(Cl)Cl. The product is [CH2:1]([O:3][C:4](=[O:41])[C:5]([CH3:40])([CH3:39])[CH2:6][CH2:7][CH2:8][CH2:9][CH2:10][CH2:11][C:12](=[O:43])[CH2:13][CH2:14][CH2:15][CH2:16][CH2:17][CH2:18][C:19]([CH3:26])([CH3:25])[C:20]([O:22][CH2:23][CH3:24])=[O:21])[CH3:2]. The yield is 0.400. (3) The reactants are BrC1C=C[C:5](NCC(OC)=O)=[N:6]C=1.[CH3:14][N:15]1[C:23]2[C:18](=[CH:19][CH:20]=[CH:21][C:22]=2[CH3:24])[C:17]([C:25]([O-])=O)=[CH:16]1.CN1C2C(=CC=CC=2)C(C)=C1C([O-])=O. No catalyst specified. The product is [CH3:14][N:15]1[C:23]2[C:18](=[CH:19][CH:20]=[CH:21][C:22]=2[CH3:24])[C:17]([CH2:25][NH:6][CH3:5])=[CH:16]1. The yield is 0.980. (4) The reactants are [C:1]([O:5][C:6]([NH:8][C@@H:9]([CH2:23][CH:24]=O)[C:10]([O:12][C@@H:13]1[CH2:18][C@H:17]([CH3:19])[CH2:16][CH2:15][C@H:14]1[CH:20]([CH3:22])[CH3:21])=[O:11])=[O:7])([CH3:4])([CH3:3])[CH3:2].[CH:26]1([N:31]2[C:40]3[N:39]=[C:38]([NH:41][C:42]4[CH:56]=[CH:55][C:45]([C:46]([NH:48][CH:49]5[CH2:54][CH2:53][NH:52][CH2:51][CH2:50]5)=[O:47])=[CH:44][C:43]=4[O:57][CH3:58])[N:37]=[CH:36][C:35]=3[N:34]([CH3:59])[C:33](=[O:60])[C@H:32]2[CH2:61][CH3:62])[CH2:30][CH2:29][CH2:28][CH2:27]1.C(O[BH-](OC(=O)C)OC(=O)C)(=O)C.[Na+].C([O-])(O)=O.[Na+]. The catalyst is ClCCCl.C(Cl)Cl. The product is [C:1]([O:5][C:6]([NH:8][C@@H:9]([CH2:23][CH2:24][N:52]1[CH2:51][CH2:50][CH:49]([NH:48][C:46](=[O:47])[C:45]2[CH:55]=[CH:56][C:42]([NH:41][C:38]3[N:37]=[CH:36][C:35]4[N:34]([CH3:59])[C:33](=[O:60])[C@@H:32]([CH2:61][CH3:62])[N:31]([CH:26]5[CH2:30][CH2:29][CH2:28][CH2:27]5)[C:40]=4[N:39]=3)=[C:43]([O:57][CH3:58])[CH:44]=2)[CH2:54][CH2:53]1)[C:10]([O:12][C@@H:13]1[CH2:18][C@H:17]([CH3:19])[CH2:16][CH2:15][C@H:14]1[CH:20]([CH3:22])[CH3:21])=[O:11])=[O:7])([CH3:3])([CH3:4])[CH3:2]. The yield is 0.240.